This data is from Experimentally validated miRNA-target interactions with 360,000+ pairs, plus equal number of negative samples. The task is: Binary Classification. Given a miRNA mature sequence and a target amino acid sequence, predict their likelihood of interaction. (1) The miRNA is hsa-miR-6778-5p with sequence AGUGGGAGGACAGGAGGCAGGU. The protein sequence of the target gene is MAKKTYDLLFKLLLIGDSGVGKTCVLFRFSDDAFNTTFISTIGIDFKIKTVELQGKKIKLQIWDTAGQERFHTITTSYYRGAMGIMLVYDITNGKSFENISKWLRNIDEHANEDVERMLLGNKCDMDDKRVVPKGKGEQIAREHGIRFFETSAKANINIEKAFLTLAEDILRKTPVKEPNSENVDISSGGGVTGWKSKCC. Result: 1 (interaction). (2) The miRNA is hsa-miR-524-3p with sequence GAAGGCGCUUCCCUUUGGAGU. The protein sequence of the target gene is METGSEEEKWEKLDAEFDHFVVDMKPFVLKLPHRSERQRCALWIRKLCEPSGTGAGLMGRKNRNLYAKLLLHMLRRGILEGPFTHRPEPGTLKTLPSYMSIYFDEPNQAQPKDSSPEKLPDWVRGELQTGEQRLSDSWQCSSGEDNTLVLAASDAHREQYTGKLRMRSHSVSPTYREDKQHITSKICEVHSKTSPISLDDSDIEVRLNSWNLGIENPRYLRQKPLPVSLMTPKGSLRKASSLHDDHFLSRMHEKELDMKTKMMEAKFSEEKLKLQQKHDAEVQKILERKNNELEELKILY.... Result: 0 (no interaction). (3) The miRNA is hsa-miR-551b-5p with sequence GAAAUCAAGCGUGGGUGAGACC. The protein sequence of the target gene is MLNSTGELEFSNEEDPEIISQLTSLPLSGGKSSAGVPEKTGYPDSVYVMAANIFQGIRIEKSAQKVLIKYGNEPLRSLSESEDQSFQRLSYELAFSALKYQDILETILIDSCIFPSTTIPDHLSSLIIVMLYDFQDRKFQTRVLSDNEEPISEVQEVENLLNSFKIKLAAALARCRIKHDALSIYHILPETVRKQELRASTLPLYAWINTCKISPEEVYNNLKRRGYNKVKSVLHIDDKVFAVDQHCYDVLIFPSHLKNDLINIDLFKDYKLIFQDKSRSLAVHSVKALLNMDDDVLMVN.... Result: 1 (interaction). (4) The miRNA is hsa-miR-3151-3p with sequence CCUGAUCCCACAGCCCACCU. The protein sequence of the target gene is MGELFRSEEMTLAQLFLQSEAAYCCVSELGELGKVQFRDLNPDVNVFQRKFVNEVRRCEEMDRKLRFVEKEIRKANIPIMDTGENPEVPFPRDMIDLEANFEKIENELKEINTNQEALKRNFLELTELKFILRKTQQFFDEAELHHQQMADPDLLEESSSLLEPNEMGRGAPLRLGFVAGVINRERIPTFERMLWRVCRGNVFLRQAEIENPLEDPVTGDYVHKSVFIIFFQGDQLKNRVKKICEGFRASLYPCPETPQERKEMASGVNTRIDDLQMVLNQTEDHRQRVLQAAAKNIRVW.... Result: 0 (no interaction). (5) The miRNA is hsa-miR-1238-5p with sequence GUGAGUGGGAGCCCCAGUGUGUG. The protein sequence of the target gene is MPLARDLLHPSLEEEKKKHKKKRLVQSPNSYFMDVKCPGCYKITTVFSHAQTVVLCVGCSTVLCQPTGGKARLTEGCSFRRKQH. Result: 0 (no interaction). (6) The miRNA is hsa-miR-4737 with sequence AUGCGAGGAUGCUGACAGUG. The protein sequence of the target gene is MGSCCSCPDKDTVPDNHRNKFKVINVDDDGNELGSGVMELTDTELILYTRKRDSVKWHYLCLRRYGYDSNLFSFESGRRCQTGQGIFAFKCARAEELFNMLQEIMQNNSINVVEEPVVERSSHQTELEVPRTPRTPTTPGLGAQNLPNGYPRYPSFGDASSHPSSRHPSVGSARLPSVGEESTHPLLVAEEQVHTYVNTTGVQEERKNRASVHVPPEARVSNAESNTPKEEPSNPEDRDPQVLLKPEGVRFVLGPTPVQKQLMEKEKLEQLGKDPVSGSGAGNTEWDTGYDSDERRDVPP.... Result: 0 (no interaction). (7) The miRNA is hsa-miR-4306 with sequence UGGAGAGAAAGGCAGUA. Result: 1 (interaction). The protein sequence of the target gene is MFQGQRGWFCGSVSQDLRQFWVAEGGTISDPRAADFLFSCDASHPDTLRIYQSLDYIEDNATVFHAYYLSAVANAKIKNSVALGHFILPPACLQKEIRRKIGSFIWEQDQHFLIEKHDEVTPNEIKTLRENSELATEHKKELSKSPEKHFIRTPVVEKQMYFPLQNYPVNNMVTGYISIDAMKKFLGELHDFIPGTSGYLAYHVQNEINMSAIKNKLKRK.